From a dataset of Full USPTO retrosynthesis dataset with 1.9M reactions from patents (1976-2016). Predict the reactants needed to synthesize the given product. (1) Given the product [NH2:25][CH2:26][CH2:27][CH2:28][C@:29]1([C:48]2[CH:53]=[CH:52][CH:51]=[CH:50][CH:49]=2)[N:33]([C:34](=[O:39])[C@@H:35]([O:37][CH3:38])[CH2:36][CH3:2])[N:32]=[C:31]([C:40]2[CH:45]=[C:44]([F:46])[CH:43]=[CH:42][C:41]=2[F:47])[S:30]1, predict the reactants needed to synthesize it. The reactants are: [Si](O[C@@H](CC)C(O)=O)(C(C)(C)C)(C1C=CC=CC=1)[C:2]1C=CC=CC=1.[NH2:25][CH2:26][CH2:27][CH2:28][C@:29]1([C:48]2[CH:53]=[CH:52][CH:51]=[CH:50][CH:49]=2)[N:33]([C:34](=[O:39])[C@@H:35]([O:37][CH3:38])[CH3:36])[N:32]=[C:31]([C:40]2[CH:45]=[C:44]([F:46])[CH:43]=[CH:42][C:41]=2[F:47])[S:30]1. (2) Given the product [C:3]([O:7][C:8]([N:10]1[CH2:14][C@@H:13]([C:15]2[CH:20]=[CH:19][CH:18]=[CH:17][CH:16]=2)[C@@H:12]([C:21]([OH:23])=[O:22])[CH2:11]1)=[O:9])([CH3:6])([CH3:4])[CH3:5], predict the reactants needed to synthesize it. The reactants are: O=O.[C:3]([O:7][C:8]([N:10]1[CH2:14][C:13]([C:15]2[CH:20]=[CH:19][CH:18]=[CH:17][CH:16]=2)=[C:12]([C:21]([OH:23])=[O:22])[CH2:11]1)=[O:9])([CH3:6])([CH3:5])[CH3:4].C(N(CC)CC)C.[H][H]. (3) Given the product [C:1]([O:5][C:6](=[O:21])[CH2:7][N:8]([CH2:10][C:11]1[CH:20]=[CH:19][C:14]([C:15]([OH:17])=[O:16])=[CH:13][CH:12]=1)[CH3:9])([CH3:4])([CH3:2])[CH3:3], predict the reactants needed to synthesize it. The reactants are: [C:1]([O:5][C:6](=[O:21])[CH2:7][N:8]([CH2:10][C:11]1[CH:20]=[CH:19][C:14]([C:15]([O:17]C)=[O:16])=[CH:13][CH:12]=1)[CH3:9])([CH3:4])([CH3:3])[CH3:2].C1COCC1.[OH-].[Li+].Cl. (4) Given the product [F:20][CH:2]([F:1])[O:3][C:4]1[CH:5]=[CH:6][C:7]([CH:10]2[CH2:15][N:14]([C:38]([N:30]3[CH2:35][CH2:34][S:33](=[O:37])(=[O:36])[CH2:32][CH2:31]3)=[O:39])[CH2:13][CH:12]([C:16]([O:18][CH3:19])=[O:17])[CH2:11]2)=[CH:8][CH:9]=1, predict the reactants needed to synthesize it. The reactants are: [F:1][CH:2]([F:20])[O:3][C:4]1[CH:9]=[CH:8][C:7]([CH:10]2[CH2:15][NH:14][CH2:13][CH:12]([C:16]([O:18][CH3:19])=[O:17])[CH2:11]2)=[CH:6][CH:5]=1.C(N(CC)C(C)C)(C)C.[N:30]1([C:38](OC2C=CC([N+]([O-])=O)=CC=2)=[O:39])[CH2:35][CH2:34][S:33](=[O:37])(=[O:36])[CH2:32][CH2:31]1.O. (5) Given the product [CH:1]1([CH2:7][N:9]=[N+:10]=[N-:11])[CH2:6][CH2:5][CH2:4][CH2:3][CH2:2]1, predict the reactants needed to synthesize it. The reactants are: [CH:1]1([CH2:7]Br)[CH2:6][CH2:5][CH2:4][CH2:3][CH2:2]1.[N-:9]=[N+:10]=[N-:11].[Na+].CS(C)=O. (6) Given the product [C:31]([O:30][C:29](=[O:35])[N:28]([CH:25]1[CH2:26][CH2:27][CH:22]([N:21]([C:43]([C:42]2[S:41][C:40]3[CH:46]=[CH:47][CH:48]=[CH:49][C:39]=3[C:38]=2[Cl:37])=[O:44])[CH2:20][C:4]2[CH:5]=[C:6]([C:9]3[CH:10]=[CH:11][C:12]([O:15][C:16]([F:18])([F:17])[F:19])=[CH:13][CH:14]=3)[CH:7]=[CH:8][C:3]=2[O:2][CH3:1])[CH2:23][CH2:24]1)[CH3:36])([CH3:33])([CH3:32])[CH3:34], predict the reactants needed to synthesize it. The reactants are: [CH3:1][O:2][C:3]1[CH:8]=[CH:7][C:6]([C:9]2[CH:14]=[CH:13][C:12]([O:15][C:16]([F:19])([F:18])[F:17])=[CH:11][CH:10]=2)=[CH:5][C:4]=1[CH2:20][NH:21][CH:22]1[CH2:27][CH2:26][CH:25]([N:28]([CH3:36])[C:29](=[O:35])[O:30][C:31]([CH3:34])([CH3:33])[CH3:32])[CH2:24][CH2:23]1.[Cl:37][C:38]1[C:39]2[CH:49]=[CH:48][CH:47]=[CH:46][C:40]=2[S:41][C:42]=1[C:43](Cl)=[O:44]. (7) The reactants are: [CH:1]1([NH2:7])[CH2:6][CH2:5][CH2:4][CH2:3][CH2:2]1.[Cl:8][C:9]1[CH:14]=[CH:13][C:12]([C:15]2[N:16]=[C:17]([C:30](OCC)=[O:31])[N:18]([CH2:28][CH3:29])[C:19]=2[C:20]2[CH:25]=[CH:24][C:23]([Cl:26])=[CH:22][C:21]=2[Cl:27])=[CH:11][CH:10]=1. Given the product [CH:1]1([NH:7][C:30]([C:17]2[N:18]([CH2:28][CH3:29])[C:19]([C:20]3[CH:25]=[CH:24][C:23]([Cl:26])=[CH:22][C:21]=3[Cl:27])=[C:15]([C:12]3[CH:11]=[CH:10][C:9]([Cl:8])=[CH:14][CH:13]=3)[N:16]=2)=[O:31])[CH2:6][CH2:5][CH2:4][CH2:3][CH2:2]1, predict the reactants needed to synthesize it.